Dataset: Full USPTO retrosynthesis dataset with 1.9M reactions from patents (1976-2016). Task: Predict the reactants needed to synthesize the given product. (1) Given the product [NH2:17][CH:16]=[C:13]1[C:12]([C:20]2[CH:25]=[CH:24][CH:23]=[C:22]([C:26]([CH3:27])([CH3:28])[CH3:29])[CH:21]=2)=[N:11][N:10]([C:2]2[S:1][C:5]3[CH:6]=[CH:7][CH:8]=[CH:9][C:4]=3[N:3]=2)[C:14]1=[O:15], predict the reactants needed to synthesize it. The reactants are: [S:1]1[C:5]2[CH:6]=[CH:7][CH:8]=[CH:9][C:4]=2[N:3]=[C:2]1[N:10]1[C:14](=[O:15])[C:13](=[CH:16][N:17](C)C)[C:12]([C:20]2[CH:25]=[CH:24][CH:23]=[C:22]([C:26]([CH3:29])([CH3:28])[CH3:27])[CH:21]=2)=[N:11]1. (2) Given the product [CH3:15][C:12]1[N:11]=[C:10]([C:7]2[CH:8]=[CH:9][C:4]([C:3]([OH:16])=[O:2])=[CH:5][N:6]=2)[O:14][N:13]=1, predict the reactants needed to synthesize it. The reactants are: C[O:2][C:3](=[O:16])[C:4]1[CH:9]=[CH:8][C:7]([C:10]2[O:14][N:13]=[C:12]([CH3:15])[N:11]=2)=[N:6][CH:5]=1.[OH-].[K+].Cl. (3) Given the product [CH:34]([OH:53])=[O:33].[C:41]([C:39]1[CH:40]=[C:36]([NH:35][C:34]([NH:29][C@@H:22]2[C:23]3[C:28](=[CH:27][CH:26]=[CH:25][CH:24]=3)[C@H:19]([O:18][C:15]3[CH:16]=[CH:17][C:12]4[N:13]([C:9]([N:3]5[C@H:2]([CH3:1])[CH2:7][CH2:6][CH2:5][C@@H:4]5[CH3:8])=[N:10][N:11]=4)[CH:14]=3)[CH2:20][CH2:21]2)=[O:53])[N:37]([C:45]2[CH:50]=[CH:49][CH:48]=[C:47]([CH2:51][N:58]3[CH2:59][CH2:61][O:65][CH2:56][CH2:57]3)[CH:46]=2)[N:38]=1)([CH3:43])([CH3:42])[CH3:44], predict the reactants needed to synthesize it. The reactants are: [CH3:1][C@H:2]1[CH2:7][CH2:6][CH2:5][C@@H:4]([CH3:8])[N:3]1[C:9]1[N:13]2[CH:14]=[C:15]([O:18][C@H:19]3[C:28]4[C:23](=[CH:24][CH:25]=[CH:26][CH:27]=4)[C@@H:22]([NH2:29])[CH2:21][CH2:20]3)[CH:16]=[CH:17][C:12]2=[N:11][N:10]=1.ClC(Cl)(Cl)C[O:33][C:34](=[O:53])[NH:35][C:36]1[N:37]([C:45]2[CH:50]=[CH:49][CH:48]=[C:47]([CH2:51]O)[CH:46]=2)[N:38]=[C:39]([C:41]([CH3:44])([CH3:43])[CH3:42])[CH:40]=1.[CH3:56][CH2:57][N:58](C(C)C)[CH:59]([CH3:61])C.[O:65]1CCOCC1. (4) Given the product [CH3:15][C:7]1[CH:6]=[C:5]([C:4](=[O:16])[CH3:18])[CH:10]=[CH:9][C:8]=1[C:11]([F:14])([F:13])[F:12], predict the reactants needed to synthesize it. The reactants are: CON(C)[C:4](=[O:16])[C:5]1[CH:10]=[CH:9][C:8]([C:11]([F:14])([F:13])[F:12])=[C:7]([CH3:15])[CH:6]=1.[CH3:18][Mg]Br.C(OCC)C.Cl.